This data is from Forward reaction prediction with 1.9M reactions from USPTO patents (1976-2016). The task is: Predict the product of the given reaction. (1) Given the reactants [CH2:1](I)[CH3:2].C(=O)([O-])[O-].[K+].[K+].[CH3:10][O:11][C:12]1[CH:13]=[C:14]([C:20]2[S:21][CH:22]=[C:23]([CH2:25][C:26](=[O:36])[CH2:27][C:28]3[CH:33]=[CH:32][C:31]([OH:34])=[C:30]([OH:35])[CH:29]=3)[N:24]=2)[CH:15]=[CH:16][C:17]=1[O:18][CH3:19].[C:37](OCC)(=O)[CH3:38], predict the reaction product. The product is: [CH3:10][O:11][C:12]1[CH:13]=[C:14]([C:20]2[S:21][CH:22]=[C:23]([CH2:25][C:26](=[O:36])[CH2:27][C:28]3[CH:33]=[CH:32][C:31]([O:34][CH2:37][CH3:38])=[C:30]([O:35][CH2:1][CH3:2])[CH:29]=3)[N:24]=2)[CH:15]=[CH:16][C:17]=1[O:18][CH3:19]. (2) Given the reactants [Cl:1][C:2]1[C:3](I)=[CH:4][C:5]([NH2:9])=[C:6]([NH2:8])[CH:7]=1.[C:11]1([C:20]2[CH:25]=[CH:24][CH:23]=[CH:22][CH:21]=2)[CH:16]=[CH:15][C:14](B(O)O)=[CH:13][CH:12]=1.[Br:26][C:27]1[CH:28]=[C:29]([CH2:33][C:34](O)=O)[CH:30]=[CH:31][CH:32]=1.P(OC1C=CC=CC=1)(OC1C=CC=CC=1)OC1C=CC=CC=1, predict the reaction product. The product is: [C:11]1([C:20]2[CH:25]=[CH:24][CH:23]=[CH:22][CH:21]=2)[CH:16]=[CH:15][C:14]([C:3]2[C:2]([Cl:1])=[CH:7][C:6]3[NH:8][C:34]([CH2:33][C:29]4[CH:30]=[CH:31][CH:32]=[C:27]([Br:26])[CH:28]=4)=[N:9][C:5]=3[CH:4]=2)=[CH:13][CH:12]=1. (3) Given the reactants [H-].[Na+].[C:3]1([CH3:19])[CH:8]=[C:7]([CH3:9])[CH:6]=[C:5]([CH3:10])[C:4]=1[CH:11]([C:16](=[O:18])[CH3:17])[C:12]([O:14][CH3:15])=[O:13].[Li]CCCC.[C:25]1([S:31][CH2:32][CH:33]=[O:34])[CH:30]=[CH:29][CH:28]=[CH:27][CH:26]=1, predict the reaction product. The product is: [OH:34][CH:33]([CH2:32][S:31][C:25]1[CH:30]=[CH:29][CH:28]=[CH:27][CH:26]=1)[CH2:17][C:16](=[O:18])[CH:11]([C:4]1[C:5]([CH3:10])=[CH:6][C:7]([CH3:9])=[CH:8][C:3]=1[CH3:19])[C:12]([O:14][CH3:15])=[O:13]. (4) Given the reactants Br[C:2]1[CH:7]=[CH:6][C:5]([C:8]2[O:12][N:11]=[C:10]([CH3:13])[C:9]=2[NH:14][CH:15]([CH3:22])[CH2:16][CH2:17][CH:18]=[C:19]([CH3:21])[CH3:20])=[CH:4][CH:3]=1.[CH2:23]([O:25][C:26]([C:28]1([C:31]2[CH:36]=[CH:35][C:34](B3OC(C)(C)C(C)(C)O3)=[CH:33][CH:32]=2)[CH2:30][CH2:29]1)=[O:27])[CH3:24], predict the reaction product. The product is: [CH2:23]([O:25][C:26]([C:28]1([C:31]2[CH:36]=[CH:35][C:34]([C:2]3[CH:7]=[CH:6][C:5]([C:8]4[O:12][N:11]=[C:10]([CH3:13])[C:9]=4[NH:14][CH:15]([CH3:22])[CH2:16][CH2:17][CH:18]=[C:19]([CH3:21])[CH3:20])=[CH:4][CH:3]=3)=[CH:33][CH:32]=2)[CH2:29][CH2:30]1)=[O:27])[CH3:24]. (5) Given the reactants [NH2:1][C:2]1[C:3]([C:9]([O:11][CH3:12])=[O:10])=[N:4][C:5](Br)=[CH:6][N:7]=1.[O:13]1[CH:17]=[CH:16][C:15](B(O)O)=[CH:14]1.C([O-])(=O)C.[K+].C1(P(C2C=CC=CC=2)C2C=CC=CC=2)C=CC=CC=1, predict the reaction product. The product is: [NH2:1][C:2]1[C:3]([C:9]([O:11][CH3:12])=[O:10])=[N:4][C:5]([C:15]2[CH:16]=[CH:17][O:13][CH:14]=2)=[CH:6][N:7]=1. (6) Given the reactants [Cl:1][C:2]1[CH:7]=[CH:6][C:5]([S:8][C@@H:9]2[C:18]3[C:13](=[C:14]([F:20])[CH:15]=[CH:16][C:17]=3[F:19])[O:12][CH2:11][C@H:10]2[CH:21]=O)=[CH:4][CH:3]=1.[CH2:23]([CH2:25][NH2:26])[OH:24].[BH4-].[Na+].CO, predict the reaction product. The product is: [Cl:1][C:2]1[CH:3]=[CH:4][C:5]([S:8][CH:9]([NH:26][CH2:25][CH2:23][OH:24])[CH:10]2[CH2:21][C:18]3[C:13](=[C:14]([F:20])[CH:15]=[CH:16][C:17]=3[F:19])[O:12][CH2:11]2)=[CH:6][CH:7]=1. (7) Given the reactants [CH3:1][O:2][CH2:3][C:4]1[C:13]([N+:14]([O-])=O)=[C:7]2[CH:8]=[CH:9][CH:10]=[C:11]([Br:12])[N:6]2[N:5]=1.C(O)C.O, predict the reaction product. The product is: [Br:12][C:11]1[N:6]2[N:5]=[C:4]([CH2:3][O:2][CH3:1])[C:13]([NH2:14])=[C:7]2[CH:8]=[CH:9][CH:10]=1.